From a dataset of Reaction yield outcomes from USPTO patents with 853,638 reactions. Predict the reaction yield, written as a fraction of the theoretical maximum amount of product (1.0 means a 100% yield; for example, 0.34 means a 34% yield). (1) The reactants are [NH2:1][C:2]1[C:7]([O:8][C:9]2[CH:14]=[C:13]([I:15])[C:12]([O:16][CH3:17])=[CH:11][C:10]=2[CH:18]([CH3:20])[CH3:19])=[CH:6][N:5]=[C:4]([NH:21][C:22](=[O:26])[CH:23]([CH3:25])[CH3:24])[N:3]=1.C(N(CC)CC)C.[C:34](Cl)(=[O:38])[CH:35]([CH3:37])[CH3:36]. The catalyst is O1CCCC1. The product is [I:15][C:13]1[C:12]([O:16][CH3:17])=[CH:11][C:10]([CH:18]([CH3:20])[CH3:19])=[C:9]([CH:14]=1)[O:8][C:7]1[C:2]([NH:1][C:34](=[O:38])[CH:35]([CH3:37])[CH3:36])=[N:3][C:4]([NH:21][C:22](=[O:26])[CH:23]([CH3:25])[CH3:24])=[N:5][CH:6]=1. The yield is 0.220. (2) The reactants are Br.[NH2:2][C:3]1[C:4]([OH:17])=[C:5]([C:9]2[CH:10]=[C:11]([C:14]([OH:16])=[O:15])[O:12][CH:13]=2)[CH:6]=[CH:7][CH:8]=1.[N:18]([O-])=O.[Na+].[CH2:22]1[C:30]2[C:25](=[CH:26][C:27]([N:31]3[C:35](=[O:36])[CH2:34][C:33]([CH3:37])=[N:32]3)=[CH:28][CH:29]=2)[CH2:24][CH2:23]1.C(=O)(O)[O-].[Na+]. The catalyst is Cl.C(O)C. The product is [OH:17][C:4]1[C:3]([NH:2][N:18]=[C:34]2[C:35](=[O:36])[N:31]([C:27]3[CH:26]=[C:25]4[C:30](=[CH:29][CH:28]=3)[CH2:22][CH2:23][CH2:24]4)[N:32]=[C:33]2[CH3:37])=[CH:8][CH:7]=[CH:6][C:5]=1[C:9]1[CH:10]=[C:11]([C:14]([OH:16])=[O:15])[O:12][CH:13]=1. The yield is 0.367.